This data is from Full USPTO retrosynthesis dataset with 1.9M reactions from patents (1976-2016). The task is: Predict the reactants needed to synthesize the given product. (1) Given the product [F:12][C:11]([F:14])([F:13])[C:8]1[N:7]=[CH:6][C:25]([C:24]([OH:23])([CH3:27])[CH3:26])=[CH:10][CH:9]=1, predict the reactants needed to synthesize it. The reactants are: C(OC(=O)C1[CH:10]=[CH:9][C:8]([C:11]([F:14])([F:13])[F:12])=[N:7][CH:6]=1)C.C[Mg]Cl.Cl.[Cl-].[Na+].C[O:23][C:24]([CH3:27])([CH3:26])[CH3:25]. (2) The reactants are: [H-].[Na+].[N+:3]([C:6]1[CH:7]=[CH:8][C:9]([C:13]#[C:14][CH3:15])=[C:10]([NH2:12])[CH:11]=1)([O-:5])=[O:4].ClC(OCC)=O.[O-]CC.[Na+].C(O)C. Given the product [CH3:15][C:14]1[NH:12][C:10]2[C:9]([CH:13]=1)=[CH:8][CH:7]=[C:6]([N+:3]([O-:5])=[O:4])[CH:11]=2, predict the reactants needed to synthesize it. (3) Given the product [Br:1][C:2]1[CH:7]=[C:6]([Cl:17])[C:5]([N+:9]([O-:11])=[O:10])=[C:4]([Br:12])[N:3]=1, predict the reactants needed to synthesize it. The reactants are: [Br:1][C:2]1[CH:7]=[C:6](N)[C:5]([N+:9]([O-:11])=[O:10])=[C:4]([Br:12])[N:3]=1.N([O-])=O.[Na+].[ClH:17]. (4) Given the product [C:21]([C:20]1[CH:23]=[CH:24][C:17]([CH2:16][NH:15][C:32](=[O:27])[CH:31]([O:30][CH3:29])[C:10]2[CH:9]=[CH:8][C:7]([N:4]3[CH2:3][CH2:2][O:1][CH2:6][CH2:5]3)=[CH:14][CH:13]=2)=[CH:18][CH:19]=1)#[N:22], predict the reactants needed to synthesize it. The reactants are: [O:1]1[CH2:6][CH2:5][N:4]([C:7]2[CH:14]=[CH:13][C:10](C=O)=[CH:9][CH:8]=2)[CH2:3][CH2:2]1.[NH2:15][CH2:16][C:17]1[CH:24]=[CH:23][C:20]([C:21]#[N:22])=[CH:19][CH:18]=1.CO.[O:27]1[CH2:32][CH2:31][O:30][CH2:29]C1.